Dataset: Full USPTO retrosynthesis dataset with 1.9M reactions from patents (1976-2016). Task: Predict the reactants needed to synthesize the given product. (1) Given the product [NH2:1][C:2]1[C:7]([F:8])=[C:6]([Cl:17])[N:5]=[C:4]([C:11]#[N:12])[C:3]=1[Cl:13], predict the reactants needed to synthesize it. The reactants are: [NH2:1][C:2]1[C:7]([F:8])=[C:6](NN)[N:5]=[C:4]([C:11]#[N:12])[C:3]=1[Cl:13].S(Cl)([Cl:17])(=O)=O. (2) Given the product [C:1]([O:5][C:6](=[O:15])[NH:7][C:8]1([CH:13]=[O:14])[CH2:10][CH:9]1[CH:11]=[CH2:12])([CH3:4])([CH3:2])[CH3:3], predict the reactants needed to synthesize it. The reactants are: [C:1]([O:5][C:6](=[O:15])[NH:7][C:8]1([CH2:13][OH:14])[CH2:10][CH:9]1[CH:11]=[CH2:12])([CH3:4])([CH3:3])[CH3:2].CC(OI1(OC(C)=O)(OC(C)=O)OC(=O)C2C=CC=CC1=2)=O.CCCCCC.C(OCC)(=O)C.S(=O)(=O)(O)O. (3) Given the product [CH2:1]([O:5][C:6]([C:8]1[N:9]=[C:10]([Cl:35])[C:11]2[C:16]([C:17]=1[OH:18])=[CH:15][CH:14]=[C:13]([O:19][C:20]1[CH:21]=[CH:22][C:23]3[O:27][C:26]([N:28]([CH3:30])[CH3:29])=[N:25][C:24]=3[CH:31]=1)[CH:12]=2)=[O:7])[CH2:2][CH2:3][CH3:4], predict the reactants needed to synthesize it. The reactants are: [CH2:1]([O:5][C:6]([C:8]1[N:9]=[C:10](O)[C:11]2[C:16]([C:17]=1[OH:18])=[CH:15][CH:14]=[C:13]([O:19][C:20]1[CH:21]=[CH:22][C:23]3[O:27][C:26]([N:28]([CH3:30])[CH3:29])=[N:25][C:24]=3[CH:31]=1)[CH:12]=2)=[O:7])[CH2:2][CH2:3][CH3:4].P(Cl)(Cl)([Cl:35])=O.ClC(Cl)C.C(=O)(O)[O-].[Na+]. (4) Given the product [F:16][C:17]1[CH:18]=[C:19]([NH:20][C:13]([C@H:11]2[CH2:10][CH2:9][N:8]([C:6]([O:5][C:2]([CH3:1])([CH3:3])[CH3:4])=[O:7])[CH2:12]2)=[O:15])[CH:21]=[C:22]([F:25])[C:23]=1[F:24], predict the reactants needed to synthesize it. The reactants are: [CH3:1][C:2]([O:5][C:6]([N:8]1[CH2:12][C@@H:11]([C:13]([OH:15])=O)[CH2:10][CH2:9]1)=[O:7])([CH3:4])[CH3:3].[F:16][C:17]1[CH:18]=[C:19]([CH:21]=[C:22]([F:25])[C:23]=1[F:24])[NH2:20].CN(C(ON1N=NC2C=CC=NC1=2)=[N+](C)C)C.F[P-](F)(F)(F)(F)F.C(N(CC)C(C)C)(C)C. (5) Given the product [C:24]([O:23][C:21]([C:20]1[CH:19]=[CH:18][C:17]([NH:16][CH2:2][C:3]2[CH:4]=[C:5]([CH:13]=[CH:14][CH:15]=2)[C:6]([O:8][C:9]([CH3:12])([CH3:11])[CH3:10])=[O:7])=[CH:29][CH:28]=1)=[O:22])([CH3:27])([CH3:25])[CH3:26], predict the reactants needed to synthesize it. The reactants are: Cl[CH2:2][C:3]1[CH:4]=[C:5]([CH:13]=[CH:14][CH:15]=1)[C:6]([O:8][C:9]([CH3:12])([CH3:11])[CH3:10])=[O:7].[NH2:16][C:17]1[CH:29]=[CH:28][C:20]([C:21]([O:23][C:24]([CH3:27])([CH3:26])[CH3:25])=[O:22])=[CH:19][CH:18]=1.C(=O)([O-])[O-].[K+].[K+].[I-].[K+]. (6) Given the product [NH2:31][C:25]1[N:24]=[C:23]([C:8]2[N:7]=[C:6]([NH:5][C:1]([CH3:3])([CH3:2])[CH3:4])[N:11]=[C:10]([NH:12][C:13]3[CH:18]=[CH:17][N:16]=[C:15]([C:19]([F:20])([F:22])[F:21])[CH:14]=3)[N:9]=2)[C:28]([F:29])=[CH:27][CH:26]=1, predict the reactants needed to synthesize it. The reactants are: [C:1]([NH:5][C:6]1[N:11]=[C:10]([NH:12][C:13]2[CH:18]=[CH:17][N:16]=[C:15]([C:19]([F:22])([F:21])[F:20])[CH:14]=2)[N:9]=[C:8]([C:23]2[C:28]([F:29])=[CH:27][CH:26]=[C:25](F)[N:24]=2)[N:7]=1)([CH3:4])([CH3:3])[CH3:2].[NH3:31].CCO. (7) Given the product [CH3:19][O:18][C@@H:5]([CH2:6][C:7]1[CH:8]=[CH:9][C:10]([O:13][CH2:14][CH2:15][CH2:16][O:40][C:37]2[CH:38]=[CH:39][C:34]([C:31]3[CH:32]=[CH:33][C:28]([O:21][C:22]4[CH:27]=[CH:26][CH:25]=[CH:24][CH:23]=4)=[CH:29][CH:30]=3)=[CH:35][CH:36]=2)=[CH:11][CH:12]=1)[C:4]([OH:3])=[O:20], predict the reactants needed to synthesize it. The reactants are: C([O:3][C:4](=[O:20])[C@@H:5]([O:18][CH3:19])[CH2:6][C:7]1[CH:12]=[CH:11][C:10]([O:13][CH2:14][CH2:15][CH2:16]Br)=[CH:9][CH:8]=1)C.[O:21]([C:28]1[CH:33]=[CH:32][C:31]([C:34]2[CH:39]=[CH:38][C:37]([OH:40])=[CH:36][CH:35]=2)=[CH:30][CH:29]=1)[C:22]1[CH:27]=[CH:26][CH:25]=[CH:24][CH:23]=1.[OH-].[Na+]. (8) The reactants are: [Br:1][C:2]1[CH:9]=[CH:8][C:5]([CH:6]=O)=[CH:4][CH:3]=1.[C@@H:10]1([NH2:20])[C:19]2[C:14](=[CH:15][CH:16]=[CH:17][CH:18]=2)[CH2:13][CH2:12][CH2:11]1. Given the product [Br:1][C:2]1[CH:9]=[CH:8][C:5]([CH2:6][NH:20][C@@H:10]2[C:19]3[C:14](=[CH:15][CH:16]=[CH:17][CH:18]=3)[CH2:13][CH2:12][CH2:11]2)=[CH:4][CH:3]=1, predict the reactants needed to synthesize it. (9) Given the product [Br:30][C:4]1[CH:5]=[C:6]([C:8]2[C:20]3[C:19]([CH3:21])=[C:18]([CH3:22])[S:17][C:16]=3[C:15]([S:23][C:24]3[CH:29]=[CH:28][CH:27]=[CH:26][CH:25]=3)=[C:14]3[C:9]=2[CH:10]=[CH:11][CH:12]=[CH:13]3)[CH:7]=[C:2]([Br:1])[C:3]=1[O:31][C@H:33]([CH3:35])[C:32]([OH:37])=[O:36], predict the reactants needed to synthesize it. The reactants are: [Br:1][C:2]1[CH:7]=[C:6]([C:8]2[C:20]3[C:19]([CH3:21])=[C:18]([CH3:22])[S:17][C:16]=3[C:15]([S:23][C:24]3[CH:29]=[CH:28][CH:27]=[CH:26][CH:25]=3)=[C:14]3[C:9]=2[CH:10]=[CH:11][CH:12]=[CH:13]3)[CH:5]=[C:4]([Br:30])[C:3]=1[OH:31].[C:32]([O:37]C)(=[O:36])[C@H:33]([CH3:35])O.BrBr. (10) Given the product [OH:1][C:2]1([CH2:21][CH:20]=[CH2:19])[CH2:3][CH2:4][N:5]([C:8]([O:10][C:11]([CH3:14])([CH3:13])[CH3:12])=[O:9])[CH2:6][CH2:7]1, predict the reactants needed to synthesize it. The reactants are: [O:1]=[C:2]1[CH2:7][CH2:6][N:5]([C:8]([O:10][C:11]([CH3:14])([CH3:13])[CH3:12])=[O:9])[CH2:4][CH2:3]1.C([Mg]Br)C.[CH3:19][CH2:20][CH:21]=C.